This data is from Forward reaction prediction with 1.9M reactions from USPTO patents (1976-2016). The task is: Predict the product of the given reaction. (1) Given the reactants Br[C:2]1[CH:7]=[CH:6][C:5]([CH:8]([C:17]2[CH:22]=[CH:21][CH:20]=[CH:19][CH:18]=2)[NH:9][C:10](=[O:16])[O:11][C:12]([CH3:15])([CH3:14])[CH3:13])=[CH:4][CH:3]=1.[B:23]1([B:23]2[O:27][C:26]([CH3:29])([CH3:28])[C:25]([CH3:31])([CH3:30])[O:24]2)[O:27][C:26]([CH3:29])([CH3:28])[C:25]([CH3:31])([CH3:30])[O:24]1.ClCCl.C([O-])(=O)C.[K+], predict the reaction product. The product is: [C:17]1([CH:8]([C:5]2[CH:6]=[CH:7][C:2]([B:23]3[O:27][C:26]([CH3:29])([CH3:28])[C:25]([CH3:31])([CH3:30])[O:24]3)=[CH:3][CH:4]=2)[NH:9][C:10](=[O:16])[O:11][C:12]([CH3:15])([CH3:14])[CH3:13])[CH:22]=[CH:21][CH:20]=[CH:19][CH:18]=1. (2) Given the reactants [CH2:1]=[CH:2][C:3]1[CH:8]=[CH:7][CH:6]=[CH:5][CH:4]=1.[CH:9]1([SiH:15]([CH3:17])[CH3:16])[CH:14]=[CH:13][CH2:12][CH:11]=[CH:10]1, predict the reaction product. The product is: [C:3]1([CH:2]([C:3]2[CH:8]=[CH:7][CH:6]=[CH:5][CH:4]=2)[CH2:1][Si:15]([CH3:17])([CH3:16])[C:9]2[CH:14]=[CH:13][CH:12]=[CH:11][CH:10]=2)[CH:8]=[CH:7][CH:6]=[CH:5][CH:4]=1. (3) Given the reactants [C:1]([OH:10])(=[O:9])[C:2]1[C:3](=[CH:5][CH:6]=[CH:7][CH:8]=1)[NH2:4].[CH3:11][NH:12][C:13]1[N:18]=[C:17]([CH:19]=O)[CH:16]=[CH:15][N:14]=1.C1(C)C=CC(S(O)(=O)=O)=CC=1.[BH4-].[Na+], predict the reaction product. The product is: [CH3:11][NH:12][C:13]1[N:18]=[C:17]([CH2:19][NH:4][C:3]2[CH:5]=[CH:6][CH:7]=[CH:8][C:2]=2[C:1]([OH:10])=[O:9])[CH:16]=[CH:15][N:14]=1. (4) Given the reactants [C:1]12([CH2:11][C:12]([NH:14][C:15]3[C:24]([CH3:25])=[CH:23][CH:22]=[C:21]4[C:16]=3[CH:17]=[CH:18][C:19]([N:26]3[CH2:31][CH2:30][CH:29]([NH:32][CH2:33][CH2:34][O:35][Si](C(C)(C)C)(C)C)[CH2:28][CH2:27]3)=[N:20]4)=[O:13])[CH2:10][CH:5]3[CH2:6][CH:7]([CH2:9][CH:3]([CH2:4]3)[CH2:2]1)[CH2:8]2.[ClH:43], predict the reaction product. The product is: [ClH:43].[ClH:43].[C:1]12([CH2:11][C:12]([NH:14][C:15]3[C:24]([CH3:25])=[CH:23][CH:22]=[C:21]4[C:16]=3[CH:17]=[CH:18][C:19]([N:26]3[CH2:27][CH2:28][CH:29]([NH:32][CH2:33][CH2:34][OH:35])[CH2:30][CH2:31]3)=[N:20]4)=[O:13])[CH2:10][CH:5]3[CH2:4][CH:3]([CH2:9][CH:7]([CH2:6]3)[CH2:8]1)[CH2:2]2. (5) Given the reactants [Cl-].[Al+3].[Cl-].[Cl-].[Cl:5][C:6]([Cl:11])([Cl:10])[C:7](Cl)=[O:8].[CH3:12][O:13][C:14]1[CH:22]=[CH:21][C:17]2[CH:18]=[CH:19][S:20][C:16]=2[CH:15]=1, predict the reaction product. The product is: [Cl:5][C:6]([Cl:11])([Cl:10])[C:7]([C:18]1[C:17]2[CH:21]=[CH:22][C:14]([O:13][CH3:12])=[CH:15][C:16]=2[S:20][CH:19]=1)=[O:8]. (6) Given the reactants [CH:1]1([NH2:4])[CH2:3][CH2:2]1.C[Al](C)C.C([O:11][C:12]([C:14]1[N:19]2[N:20]=[C:21]([NH:23][C:24]([NH:26][CH2:27][CH3:28])=[O:25])[N:22]=[C:18]2[CH:17]=[C:16]([Br:29])[CH:15]=1)=O)C, predict the reaction product. The product is: [CH:1]1([NH:4][C:12]([C:14]2[N:19]3[N:20]=[C:21]([NH:23][C:24]([NH:26][CH2:27][CH3:28])=[O:25])[N:22]=[C:18]3[CH:17]=[C:16]([Br:29])[CH:15]=2)=[O:11])[CH2:3][CH2:2]1.